This data is from Full USPTO retrosynthesis dataset with 1.9M reactions from patents (1976-2016). The task is: Predict the reactants needed to synthesize the given product. (1) Given the product [OH:10][C:9]12[CH2:8][N:7]([C:11]([O:13][C:14]([CH3:17])([CH3:16])[CH3:15])=[O:12])[CH2:6][CH:5]1[CH:4]=[N:2][NH:19]2, predict the reactants needed to synthesize it. The reactants are: C[N:2](/[CH:4]=[C:5]1/[CH2:6][N:7]([C:11]([O:13][C:14]([CH3:17])([CH3:16])[CH3:15])=[O:12])[CH2:8][C:9]/1=[O:10])C.O.[NH2:19]N. (2) Given the product [N:1]1[CH:6]=[CH:5][C:4]([C:7]2[O:9][CH:20]=[N:19][C:21]=2[C:22]([O:24][CH3:25])=[O:23])=[N:3][CH:2]=1, predict the reactants needed to synthesize it. The reactants are: [N:1]1[CH:6]=[CH:5][C:4]([C:7]([OH:9])=O)=[N:3][CH:2]=1.CCN(C(C)C)C(C)C.[N+:19]([CH2:21][C:22]([O:24][CH3:25])=[O:23])#[C-:20].C1C=CC(P(N=[N+]=[N-])(C2C=CC=CC=2)=O)=CC=1.C([O-])(O)=O.[Na+]. (3) Given the product [Br:9][C:10]1[C:11]([CH:29]=[O:30])=[C:12]([F:25])[C:13]([CH:16]2[CH2:17][CH2:18][CH:19]([CH2:22][CH2:23][CH3:24])[CH2:20][CH2:21]2)=[CH:14][CH:15]=1, predict the reactants needed to synthesize it. The reactants are: [Li+].CC([N-]C(C)C)C.[Br:9][C:10]1[CH:15]=[CH:14][C:13]([CH:16]2[CH2:21][CH2:20][CH:19]([CH2:22][CH2:23][CH3:24])[CH2:18][CH2:17]2)=[C:12]([F:25])[CH:11]=1.CN([CH:29]=[O:30])C. (4) Given the product [F:1][C:2]1[CH:7]=[CH:6][C:5]([C:8]2[S:9][CH:10]=[C:11]([CH3:13])[N:12]=2)=[C:4]([CH:3]=1)[NH2:14], predict the reactants needed to synthesize it. The reactants are: [F:1][C:2]1[CH:7]=[CH:6][C:5]([C:8]2[S:9][CH:10]=[C:11]([CH3:13])[N:12]=2)=[C:4]([N+:14]([O-])=O)[CH:3]=1.[H][H].